This data is from Forward reaction prediction with 1.9M reactions from USPTO patents (1976-2016). The task is: Predict the product of the given reaction. (1) Given the reactants CCCCCCCCCCC.[C:12]([CH2:14][CH2:15][NH:16][C:17](=[O:36])[C:18]#[C:19][C:20]([CH2:34][F:35])([O:23][C:24]1[CH:29]=[CH:28][C:27]([C:30]([F:33])([F:32])[F:31])=[CH:26][CH:25]=1)[CH2:21][F:22])#[N:13], predict the reaction product. The product is: [F:22][CH2:21][C:20]1([CH2:34][F:35])[CH:19]=[C:18]([C:17]([NH:16][CH2:15][CH2:14][C:12]#[N:13])=[O:36])[C:29]2[CH:28]=[C:27]([C:30]([F:33])([F:32])[F:31])[CH:26]=[CH:25][C:24]=2[O:23]1. (2) Given the reactants Cl[CH2:2][CH2:3][O:4][C:5]1[CH:10]=[CH:9][C:8]([C:11]2[O:15][C:14]([C:16]3[C:21]([F:22])=[CH:20][CH:19]=[CH:18][C:17]=3[F:23])=[N:13][C:12]=2[C:24]([NH2:26])=[O:25])=[CH:7][CH:6]=1.C([NH:34][CH2:35][CH2:36][OH:37])C1C=CC=CC=1.COC1C=CC(C2NC(C(N)=O)=C(C3C=CC(OC)=CC=3)N=2)=CC=1, predict the reaction product. The product is: [F:23][C:17]1[CH:18]=[CH:19][CH:20]=[C:21]([F:22])[C:16]=1[C:14]1[O:15][C:11]([C:8]2[CH:9]=[CH:10][C:5]([O:4][CH2:3][CH2:2][NH:34][CH2:35][CH2:36][OH:37])=[CH:6][CH:7]=2)=[C:12]([C:24]([NH2:26])=[O:25])[N:13]=1. (3) Given the reactants [Mg].II.Br[CH2:5][CH2:6]Br.Br[C:9]1[CH:19]=[CH:18][C:12]([N:13]([CH2:16][CH3:17])[CH2:14][CH3:15])=[CH:11][CH:10]=1.[P:20]([O-:27])(OCC)OCC.Cl, predict the reaction product. The product is: [CH2:14]([N:13]([CH2:5][CH3:6])[C:12]1[CH:18]=[CH:19][C:9]([PH:20](=[O:27])[C:9]2[CH:19]=[CH:18][C:12]([N:13]([CH2:16][CH3:17])[CH2:14][CH3:15])=[CH:11][CH:10]=2)=[CH:10][CH:11]=1)[CH3:15]. (4) Given the reactants [S:1]1[CH:5]=[CH:4][N:3]=[C:2]1[CH2:6]O.S(Cl)(Cl)=O.[Cl:12][C:13]1[CH:18]=[CH:17][C:16]([S:19]([O-:21])=[O:20])=[CH:15][CH:14]=1.[Na+].C([O-])(=O)C.[K+], predict the reaction product. The product is: [Cl:12][C:13]1[CH:18]=[CH:17][C:16]([S:19]([CH2:6][C:2]2[S:1][CH:5]=[CH:4][N:3]=2)(=[O:21])=[O:20])=[CH:15][CH:14]=1. (5) Given the reactants [Br:1][C:2]1[CH:3]=[C:4]2[C:13](=[CH:14][CH:15]=1)[CH:12]=[CH:11][C:10]1[CH:9]=[CH:8][C:7]([OH:16])=[CH:6][C:5]2=1.Br[CH2:18][CH:19]1[CH2:21][CH2:20]1.C(=O)([O-])[O-].[K+].[K+].O, predict the reaction product. The product is: [Br:1][C:2]1[CH:15]=[CH:14][C:13]2[CH:12]=[CH:11][C:10]3[C:5]([C:4]=2[CH:3]=1)=[CH:6][C:7]([O:16][CH2:18][CH:19]1[CH2:21][CH2:20]1)=[CH:8][CH:9]=3. (6) Given the reactants OC(C(F)(F)F)=O.N[C@H](C1C(C2C=CC(Cl)=C3C=2N(C)N=C3NS(C)(=O)=O)=CC=C(C#CC(O)(C)C)N=1)CC1C=C(F)C=C(F)C=1.[NH2:47][C:48]1[C:56]2[C:51](=[C:52]([C:59]3[C:60]([C@@H:71]([NH:81]C(=O)OC(C)(C)C)[CH2:72][C:73]4[CH:78]=[C:77]([F:79])[CH:76]=[C:75]([F:80])[CH:74]=4)=[N:61][C:62]([C:65]#[C:66][C:67]([OH:70])([CH3:69])[CH3:68])=[CH:63][CH:64]=3)[CH:53]=[CH:54][C:55]=2[O:57][CH3:58])[N:50]([CH3:89])[N:49]=1, predict the reaction product. The product is: [NH2:81][C@H:71]([C:60]1[N:61]=[C:62]([C:65]#[C:66][C:67]([CH3:68])([OH:70])[CH3:69])[CH:63]=[CH:64][C:59]=1[C:52]1[CH:53]=[CH:54][C:55]([O:57][CH3:58])=[C:56]2[C:51]=1[N:50]([CH3:89])[N:49]=[C:48]2[NH2:47])[CH2:72][C:73]1[CH:78]=[C:77]([F:79])[CH:76]=[C:75]([F:80])[CH:74]=1. (7) Given the reactants [F:1][C:2]([F:27])([F:26])[C:3]1[CH:4]=[CH:5][C:6]([O:9][C:10]2[CH:15]=[CH:14][C:13]([O:16][C:17]([N:19]3[CH2:24][CH2:23][CH:22](O)[CH2:21][CH2:20]3)=[O:18])=[CH:12][CH:11]=2)=[N:7][CH:8]=1.[N:28]1[CH:33]=[CH:32][C:31]([C:34]2[O:38][C:37]([SH:39])=[N:36][N:35]=2)=[CH:30][CH:29]=1.C(OCC)(=O)C.Cl, predict the reaction product. The product is: [F:1][C:2]([F:26])([F:27])[C:3]1[CH:4]=[CH:5][C:6]([O:9][C:10]2[CH:11]=[CH:12][C:13]([O:16][C:17]([N:19]3[CH2:20][CH2:21][CH:22]([S:39][C:37]4[O:38][C:34]([C:31]5[CH:32]=[CH:33][N:28]=[CH:29][CH:30]=5)=[N:35][N:36]=4)[CH2:23][CH2:24]3)=[O:18])=[CH:14][CH:15]=2)=[N:7][CH:8]=1. (8) Given the reactants [CH3:1][CH2:2][C:3]([N:5]([C:20]1[CH:25]=[CH:24][CH:23]=[CH:22][CH:21]=1)[CH:6]1[CH2:11][CH2:10][N:9]([CH2:12][CH2:13][C:14]2[CH:19]=[CH:18][CH:17]=[CH:16][CH:15]=2)[CH2:8][CH2:7]1)=[O:4].C(C(O)(C(O)=O)CC(O)=O)C(O)=O, predict the reaction product. The product is: [CH3:1][CH2:2][C:3]([N:5]([CH:6]1[CH2:7][CH2:8][N:9]([CH2:12][CH2:13][C:14]2[CH:15]=[CH:16][CH:17]=[CH:18][CH:19]=2)[CH2:10][CH2:11]1)[C:20]1[CH:25]=[CH:24][CH:23]=[CH:22][CH:21]=1)=[O:4].